From a dataset of Forward reaction prediction with 1.9M reactions from USPTO patents (1976-2016). Predict the product of the given reaction. (1) Given the reactants FC(F)(F)C(O)=O.[Cl:8][C:9]1[CH:10]=[C:11]([CH:39]=[CH:40][C:41]=1[F:42])[NH:12][C:13]1[C:22]2[C:17](=[CH:18][C:19]([O:37][CH3:38])=[CH:20][C:21]=2[O:23][CH2:24][C@@H:25]2[CH2:29][CH2:28][CH2:27][N:26]2C(OC(C)(C)C)=O)[N:16]=[CH:15][N:14]=1.N, predict the reaction product. The product is: [Cl:8][C:9]1[CH:10]=[C:11]([NH:12][C:13]2[C:22]3[C:17](=[CH:18][C:19]([O:37][CH3:38])=[CH:20][C:21]=3[O:23][CH2:24][C@@H:25]3[CH2:29][CH2:28][CH2:27][NH:26]3)[N:16]=[CH:15][N:14]=2)[CH:39]=[CH:40][C:41]=1[F:42]. (2) Given the reactants [OH:1][CH:2]1[CH2:5][N:4]([C:6]([O:8][C:9]([CH3:12])([CH3:11])[CH3:10])=[O:7])[CH2:3]1.[Br-].[K+].C(=O)(O)[O-].[Na+].Cl[O-].[Na+], predict the reaction product. The product is: [O:1]=[C:2]1[CH2:5][N:4]([C:6]([O:8][C:9]([CH3:12])([CH3:11])[CH3:10])=[O:7])[CH2:3]1. (3) Given the reactants C([O:5][C:6](=[O:53])[C:7]1[CH:12]=[CH:11][CH:10]=[C:9]([CH2:13][CH:14]([NH:28][C:29](=[O:50])[CH2:30][C:31]2([CH2:46][N+:47]([O-:49])=[O:48])[CH2:36][CH2:35][CH:34]([CH2:37][NH:38]C(OC(C)(C)C)=O)[CH2:33][CH2:32]2)[B:15]2OC3C(C)(C4CC(C3)C4(C)C)[O:16]2)[C:8]=1[O:51]C)(C)(C)C.B(Cl)(Cl)Cl, predict the reaction product. The product is: [NH2:38][CH2:37][CH:34]1[CH2:35][CH2:36][C:31]([CH2:30][C:29]([NH:28][C@H:14]2[CH2:13][C:9]3[CH:10]=[CH:11][CH:12]=[C:7]([C:6]([OH:5])=[O:53])[C:8]=3[O:51][B:15]2[OH:16])=[O:50])([CH2:46][N+:47]([O-:49])=[O:48])[CH2:32][CH2:33]1.